Dataset: Reaction yield outcomes from USPTO patents with 853,638 reactions. Task: Predict the reaction yield, written as a fraction of the theoretical maximum amount of product (1.0 means a 100% yield; for example, 0.34 means a 34% yield). (1) The reactants are [Cl:1][C:2]1[CH:3]=[CH:4][C:5]([NH2:8])=[N:6][CH:7]=1.[I:9]([O-])(=O)=O.[K+].[I-].[K+]. The catalyst is S(=O)(=O)(O)O.O. The product is [Cl:1][C:2]1[CH:3]=[C:4]([I:9])[C:5]([NH2:8])=[N:6][CH:7]=1. The yield is 0.840. (2) The reactants are [O:1]1[CH2:4][CH:3]([OH:5])[CH2:2]1.[H-].[Na+].[Cl:8][C:9]1[N:14]=[C:13](Cl)[CH:12]=[CH:11][N:10]=1. The catalyst is O1CCCC1.CN(C)C=O.C(OCC)(=O)C. The product is [Cl:8][C:9]1[N:14]=[C:13]([O:5][CH:3]2[CH2:4][O:1][CH2:2]2)[CH:12]=[CH:11][N:10]=1. The yield is 0.360. (3) The reactants are Br[C:2]1[CH:7]=[CH:6][C:5]([C:8]2[O:12][CH:11]=[N:10][CH:9]=2)=[CH:4][CH:3]=1.[B:13]1([B:13]2[O:17][C:16]([CH3:19])([CH3:18])[C:15]([CH3:21])([CH3:20])[O:14]2)[O:17][C:16]([CH3:19])([CH3:18])[C:15]([CH3:21])([CH3:20])[O:14]1.C([O-])(=O)C.[K+]. The catalyst is CN(C=O)C.C1C=CC(P([C]2[CH][CH][CH][CH]2)C2C=CC=CC=2)=CC=1.C1C=CC(P([C]2[CH][CH][CH][CH]2)C2C=CC=CC=2)=CC=1.Cl[Pd]Cl.[Fe]. The product is [CH3:20][C:15]1([CH3:21])[C:16]([CH3:19])([CH3:18])[O:17][B:13]([C:2]2[CH:7]=[CH:6][C:5]([C:8]3[O:12][CH:11]=[N:10][CH:9]=3)=[CH:4][CH:3]=2)[O:14]1. The yield is 0.910. (4) The reactants are [CH3:1][C:2]([C:5]1[CH:10]=[C:9]([C:11](OC)=[O:12])[CH:8]=[CH:7][C:6]=1[C:15]1[CH:20]=[C:19]([O:21][CH:22]2[CH2:27][CH2:26][CH2:25][CH2:24][O:23]2)[CH:18]=[CH:17][C:16]=1[F:28])([CH3:4])[CH3:3].[H-].[H-].[H-].[H-].[Li+].[Al+3].[OH-].[Na+]. The catalyst is C1COCC1. The product is [CH3:4][C:2]([C:5]1[CH:10]=[C:9]([CH2:11][OH:12])[CH:8]=[CH:7][C:6]=1[C:15]1[CH:20]=[C:19]([O:21][CH:22]2[CH2:27][CH2:26][CH2:25][CH2:24][O:23]2)[CH:18]=[CH:17][C:16]=1[F:28])([CH3:1])[CH3:3]. The yield is 0.540. (5) The reactants are [C:1]([O:5][C:6]([N:8]([C:50]([O:52][C:53]([CH3:56])([CH3:55])[CH3:54])=[O:51])[C:9]1[C:18]2[C:13](=[CH:14][C:15]([NH:19][CH:20]([C:24]3[CH:29]=[CH:28][C:27]([CH2:30][CH2:31][N:32]([CH3:49])[C:33]([NH:35][C:36]4[CH:41]=[CH:40][C:39]([S:42]([CH2:45][CH3:46])(=[O:44])=[O:43])=[C:38]([C:47]#[N:48])[CH:37]=4)=[O:34])=[CH:26][CH:25]=3)[C:21]([OH:23])=[O:22])=[CH:16][CH:17]=2)[CH:12]=[CH:11][N:10]=1)=[O:7])([CH3:4])([CH3:3])[CH3:2]. The catalyst is CO.[Ni]. The product is [NH2:48][CH2:47][C:38]1[CH:37]=[C:36]([NH:35][C:33](=[O:34])[N:32]([CH2:31][CH2:30][C:27]2[CH:28]=[CH:29][C:24]([CH:20]([NH:19][C:15]3[CH:14]=[C:13]4[C:18](=[CH:17][CH:16]=3)[C:9]([N:8]([C:6]([O:5][C:1]([CH3:4])([CH3:3])[CH3:2])=[O:7])[C:50]([O:52][C:53]([CH3:54])([CH3:55])[CH3:56])=[O:51])=[N:10][CH:11]=[CH:12]4)[C:21]([OH:23])=[O:22])=[CH:25][CH:26]=2)[CH3:49])[CH:41]=[CH:40][C:39]=1[S:42]([CH2:45][CH3:46])(=[O:44])=[O:43]. The yield is 0.730. (6) The reactants are [NH2:1][C:2]([C:5]1[CH:6]=[C:7]([CH:11]=[C:12]([C:14]([F:17])([F:16])[F:15])[CH:13]=1)[C:8]([OH:10])=[O:9])([CH3:4])[CH3:3].[OH-].[Na+].[C:20]([O:24][C:25](O[C:25]([O:24][C:20]([CH3:23])([CH3:22])[CH3:21])=[O:26])=[O:26])([CH3:23])([CH3:22])[CH3:21]. The catalyst is O1CCOCC1. The product is [C:20]([O:24][C:25]([NH:1][C:2]([C:5]1[CH:6]=[C:7]([CH:11]=[C:12]([C:14]([F:15])([F:16])[F:17])[CH:13]=1)[C:8]([OH:10])=[O:9])([CH3:4])[CH3:3])=[O:26])([CH3:23])([CH3:22])[CH3:21]. The yield is 0.622. (7) The reactants are [C:1]([C:3]1[CH:4]=[C:5]([CH:20]=[CH:21][CH:22]=1)[CH2:6][NH:7][C:8](=[O:19])[C:9]1[C:14]([CH2:15][OH:16])=[C:13]([OH:17])[C:12]([CH3:18])=[N:11][CH:10]=1)#[N:2].Cl.[NH2:24][OH:25].C(N(CC)C(C)C)(C)C. The catalyst is CO. The product is [OH:17][C:13]1[C:12]([CH3:18])=[N:11][CH:10]=[C:9]([C:14]=1[CH2:15][OH:16])[C:8]([NH:7][CH2:6][C:5]1[CH:20]=[CH:21][CH:22]=[C:3]([C:1](=[NH:2])[NH:24][OH:25])[CH:4]=1)=[O:19]. The yield is 0.910. (8) The reactants are C(N1C(C2CN(C)C2)=CC(C2C=C(C(F)(F)F)C(N)=NC=2)=N1)(C)C.[F:25][C:26]1([F:45])[CH2:30][CH2:29][CH:28]([N:31]2[C:35]([CH:36]3[CH2:39][N:38]([CH:40]4[CH2:43][O:42][CH2:41]4)[CH2:37]3)=[CH:34][C:33](I)=[N:32]2)[CH2:27]1.[F:46][C:47]([F:67])([F:66])[C:48]1[C:56]2[C:51](=[N:52][CH:53]=[C:54](B3OC(C)(C)C(C)(C)O3)[CH:55]=2)[NH:50][CH:49]=1. No catalyst specified. The product is [F:25][C:26]1([F:45])[CH2:30][CH2:29][CH:28]([N:31]2[C:35]([CH:36]3[CH2:39][N:38]([CH:40]4[CH2:43][O:42][CH2:41]4)[CH2:37]3)=[CH:34][C:33]([C:54]3[CH:55]=[C:56]4[C:48]([C:47]([F:66])([F:67])[F:46])=[CH:49][NH:50][C:51]4=[N:52][CH:53]=3)=[N:32]2)[CH2:27]1. The yield is 0.0400.